This data is from Reaction yield outcomes from USPTO patents with 853,638 reactions. The task is: Predict the reaction yield, written as a fraction of the theoretical maximum amount of product (1.0 means a 100% yield; for example, 0.34 means a 34% yield). (1) The reactants are Br[C:2]1[CH:3]=[CH:4][C:5]([C:8]#[N:9])=[N:6][CH:7]=1.[NH:10]1[CH:14]=[CH:13][N:12]=[CH:11]1. The catalyst is CN(C)C=O. The product is [N:10]1([C:2]2[CH:3]=[CH:4][C:5]([C:8]#[N:9])=[N:6][CH:7]=2)[CH:14]=[CH:13][N:12]=[CH:11]1. The yield is 0.660. (2) The reactants are Cl[C:2]1[N:7]=[CH:6][C:5]([C:8]([O:10][CH3:11])=[O:9])=[CH:4][N:3]=1.[CH3:12][O:13][CH2:14][CH:15]1[CH2:20][NH:19][CH2:18][CH2:17][NH:16]1.C(N(C(C)C)C(C)C)C. The catalyst is C(Cl)Cl. The product is [CH3:12][O:13][CH2:14][CH:15]1[NH:16][CH2:17][CH2:18][N:19]([C:2]2[N:7]=[CH:6][C:5]([C:8]([O:10][CH3:11])=[O:9])=[CH:4][N:3]=2)[CH2:20]1. The yield is 0.750.